This data is from Full USPTO retrosynthesis dataset with 1.9M reactions from patents (1976-2016). The task is: Predict the reactants needed to synthesize the given product. (1) Given the product [CH3:18][O:20][C:28]([O:17][CH3:14])([C:27]1[CH:26]=[N:7][CH:6]=[C:5]([O:4][CH3:3])[N:10]=1)[CH2:23][OH:1], predict the reactants needed to synthesize it. The reactants are: [OH-:1].[K+].[CH3:3][O:4][C:5]1[N:10]=C(C(=O)C)C=[N:7][CH:6]=1.[C:14]([OH:17])(=O)C.[C:18](O)(=[O:20])C.I[C:23]1[CH:28]=[CH:27][CH:26]=CC=1. (2) Given the product [CH2:7]([O:14][C:15]([C:17]1[N:18]([S:31]([C:34]2[CH:35]=[CH:36][C:37]([CH3:40])=[CH:38][CH:39]=2)(=[O:33])=[O:32])[CH:19]=[C:20]([C:22]2[CH:27]=[CH:26][CH:25]=[C:24]([C:28](=[O:30])[NH:46][C:45]3[CH:47]=[CH:48][CH:49]=[C:43]([C:42]([F:41])([F:50])[F:51])[CH:44]=3)[CH:23]=2)[CH:21]=1)=[O:16])[C:8]1[CH:9]=[CH:10][CH:11]=[CH:12][CH:13]=1, predict the reactants needed to synthesize it. The reactants are: C(Cl)(=O)C(Cl)=O.[CH2:7]([O:14][C:15]([C:17]1[N:18]([S:31]([C:34]2[CH:39]=[CH:38][C:37]([CH3:40])=[CH:36][CH:35]=2)(=[O:33])=[O:32])[CH:19]=[C:20]([C:22]2[CH:27]=[CH:26][CH:25]=[C:24]([C:28]([OH:30])=O)[CH:23]=2)[CH:21]=1)=[O:16])[C:8]1[CH:13]=[CH:12][CH:11]=[CH:10][CH:9]=1.[F:41][C:42]([F:51])([F:50])[C:43]1[CH:44]=[C:45]([CH:47]=[CH:48][CH:49]=1)[NH2:46]. (3) Given the product [Br:1][C:2]1[CH:3]=[CH:4][C:5]([C:8]2[CH:13]=[CH:12][C:11]([S:15]([OH:18])(=[O:17])=[O:16])=[CH:10][CH:9]=2)=[CH:6][CH:7]=1, predict the reactants needed to synthesize it. The reactants are: [Br:1][C:2]1[CH:7]=[CH:6][C:5]([C:8]2[CH:13]=[CH:12][CH:11]=[CH:10][CH:9]=2)=[CH:4][CH:3]=1.Cl[S:15]([OH:18])(=[O:17])=[O:16]. (4) Given the product [Cl:21][C:22]1[CH:30]=[CH:29][C:25]([C:26]2[O:15][N:14]=[C:13]([CH2:12][N:8]3[C:9]4[C:5](=[C:4]([C:17]([F:19])([F:20])[F:18])[C:3]([C:1]#[N:2])=[CH:11][CH:10]=4)[CH:6]=[CH:7]3)[N:16]=2)=[CH:24][CH:23]=1, predict the reactants needed to synthesize it. The reactants are: [C:1]([C:3]1[C:4]([C:17]([F:20])([F:19])[F:18])=[C:5]2[C:9](=[CH:10][CH:11]=1)[N:8]([CH2:12][C:13](=[NH:16])[NH:14][OH:15])[CH:7]=[CH:6]2)#[N:2].[Cl:21][C:22]1[CH:30]=[CH:29][C:25]([C:26](O)=O)=[CH:24][CH:23]=1.